This data is from Full USPTO retrosynthesis dataset with 1.9M reactions from patents (1976-2016). The task is: Predict the reactants needed to synthesize the given product. (1) Given the product [C:1]([C:3]1[CH:4]=[C:5]([CH:6]=[C:7]([O:9][CH3:10])[CH:8]=1)[O:11][CH:19]([CH2:29][CH3:30])[C:20]([NH:22][C:23]([CH3:28])([CH3:27])[C:24]#[C:25][CH3:26])=[O:21])#[N:2], predict the reactants needed to synthesize it. The reactants are: [C:1]([C:3]1[CH:4]=[C:5]([OH:11])[CH:6]=[C:7]([O:9][CH3:10])[CH:8]=1)#[N:2].C(=O)([O-])[O-].[K+].[K+].Br[CH:19]([CH2:29][CH3:30])[C:20]([NH:22][C:23]([CH3:28])([CH3:27])[C:24]#[C:25][CH3:26])=[O:21].Cl. (2) Given the product [ClH:38].[NH2:23][C@@H:9]1[C:8]2[CH:31]=[C:4]([CH:5]=[CH:6][N:7]=2)[C:3]2[N:2]([CH3:1])[N:18]=[CH:17][C:16]=2[NH:15][C:14](=[O:19])[C@@H:13]([CH:20]([CH3:22])[CH3:21])[CH2:12][CH2:11][CH2:10]1, predict the reactants needed to synthesize it. The reactants are: [CH3:1][N:2]1[N:18]=[CH:17][C:16]2[NH:15][C:14](=[O:19])[C@@H:13]([CH:20]([CH3:22])[CH3:21])[CH2:12][CH2:11][CH2:10][C@H:9]([NH:23]C(=O)OC(C)(C)C)[C:8]3[CH:31]=[C:4]([CH:5]=[CH:6][N:7]=3)[C:3]1=2.O1CCOCC1.[ClH:38].